The task is: Regression. Given a peptide amino acid sequence and an MHC pseudo amino acid sequence, predict their binding affinity value. This is MHC class II binding data.. This data is from Peptide-MHC class II binding affinity with 134,281 pairs from IEDB. The MHC is DRB1_0101 with pseudo-sequence DRB1_0101. The binding affinity (normalized) is 0.561. The peptide sequence is SIDFNQVSQVQRALR.